From a dataset of Catalyst prediction with 721,799 reactions and 888 catalyst types from USPTO. Predict which catalyst facilitates the given reaction. Reactant: [I:1][C:2]1[CH:7]=[CH:6][C:5]([OH:8])=[C:4]([CH3:9])[CH:3]=1.N1C=CN=C1.[C:15]([Si:19](Cl)([CH3:21])[CH3:20])([CH3:18])([CH3:17])[CH3:16]. Product: [I:1][C:2]1[CH:7]=[CH:6][C:5]([O:8][Si:19]([C:15]([CH3:18])([CH3:17])[CH3:16])([CH3:21])[CH3:20])=[C:4]([CH3:9])[CH:3]=1. The catalyst class is: 9.